Dataset: Catalyst prediction with 721,799 reactions and 888 catalyst types from USPTO. Task: Predict which catalyst facilitates the given reaction. Reactant: [CH:1]([N:4]1[C:8]([C:9]2[CH:10]=[C:11]([NH2:17])[CH:12]=[CH:13][C:14]=2[O:15][CH3:16])=[CH:7][CH:6]=[N:5]1)([CH3:3])[CH3:2].[F:18][C:19]1[CH:24]=[CH:23][C:22]([N:25]=[C:26]=[O:27])=[CH:21][CH:20]=1. Product: [F:18][C:19]1[CH:24]=[CH:23][C:22]([NH:25][C:26]([NH:17][C:11]2[CH:12]=[CH:13][C:14]([O:15][CH3:16])=[C:9]([C:8]3[N:4]([CH:1]([CH3:3])[CH3:2])[N:5]=[CH:6][CH:7]=3)[CH:10]=2)=[O:27])=[CH:21][CH:20]=1. The catalyst class is: 2.